From a dataset of Full USPTO retrosynthesis dataset with 1.9M reactions from patents (1976-2016). Predict the reactants needed to synthesize the given product. (1) Given the product [Cl:51][C:8]1[C:4]([CH:1]2[CH2:3][CH2:2]2)=[N:5][N:6]([CH3:50])[C:7]=1[N:9]1[CH2:49][CH2:48][C:12]2[N:13]=[C:14]([C:27]3[C:35]([CH3:36])=[CH:34][CH:33]=[C:32]4[C:28]=3[C:29]([CH3:47])=[N:30][N:31]4[S:37]([C:40]3[CH:41]=[CH:42][C:43]([CH3:44])=[CH:45][CH:46]=3)(=[O:39])=[O:38])[N:15]=[C:16]([N:17]3[CH2:22][CH2:21][C@@H:20]([O:23][CH3:24])[C:19]([CH3:25])([CH3:26])[CH2:18]3)[C:11]=2[CH2:10]1, predict the reactants needed to synthesize it. The reactants are: [CH:1]1([C:4]2[CH:8]=[C:7]([N:9]3[CH2:49][CH2:48][C:12]4[N:13]=[C:14]([C:27]5[C:35]([CH3:36])=[CH:34][CH:33]=[C:32]6[C:28]=5[C:29]([CH3:47])=[N:30][N:31]6[S:37]([C:40]5[CH:46]=[CH:45][C:43]([CH3:44])=[CH:42][CH:41]=5)(=[O:39])=[O:38])[N:15]=[C:16]([N:17]5[CH2:22][CH2:21][C@@H:20]([O:23][CH3:24])[C:19]([CH3:26])([CH3:25])[CH2:18]5)[C:11]=4[CH2:10]3)[N:6]([CH3:50])[N:5]=2)[CH2:3][CH2:2]1.[Cl:51]N1C(=O)CCC1=O. (2) Given the product [Br:14][C:11]1[CH:10]=[CH:9][C:8]([CH2:7][CH2:6][S:20][CH:15]2[CH2:19][CH2:18][CH2:17][CH2:16]2)=[CH:13][CH:12]=1, predict the reactants needed to synthesize it. The reactants are: CS(O[CH2:6][CH2:7][C:8]1[CH:13]=[CH:12][C:11]([Br:14])=[CH:10][CH:9]=1)(=O)=O.[CH:15]1([SH:20])[CH2:19][CH2:18][CH2:17][CH2:16]1. (3) Given the product [C:27]([C:29]1[CH:34]=[CH:33][C:32]([C:2]2[N:7]=[C:6]([NH:8][CH3:9])[N:5]=[C:4]([N:10]3[C@H:15]([CH3:16])[CH2:14][CH2:13][C@H:12]([C:17]([NH:19][CH2:20][C:21]4[CH:26]=[CH:25][CH:24]=[CH:23][CH:22]=4)=[O:18])[CH2:11]3)[CH:3]=2)=[CH:31][C:30]=1[F:38])#[N:28], predict the reactants needed to synthesize it. The reactants are: Cl[C:2]1[N:7]=[C:6]([NH:8][CH3:9])[N:5]=[C:4]([N:10]2[C@H:15]([CH3:16])[CH2:14][CH2:13][C@H:12]([C:17]([NH:19][CH2:20][C:21]3[CH:26]=[CH:25][CH:24]=[CH:23][CH:22]=3)=[O:18])[CH2:11]2)[CH:3]=1.[C:27]([C:29]1[CH:34]=[CH:33][C:32](B(O)O)=[CH:31][C:30]=1[F:38])#[N:28].[O-]P([O-])([O-])=O.[K+].[K+].[K+].O1CCOCC1. (4) Given the product [ClH:66].[NH2:58][CH2:57][C@H:54]1[CH2:55][CH2:56][C@H:51]([C:49]([NH:48][C@H:25]([C:26](=[O:47])[NH:27][C:28]2[CH:33]=[CH:32][C:31]([C:34]3[NH:38][N:37]=[C:36]([C:39]([F:46])([F:45])[C:40]([F:44])([F:43])[CH2:41][OH:42])[N:35]=3)=[CH:30][CH:29]=2)[CH2:24][C:21]2[CH:22]=[CH:23][C:18]([C:3]3[CH:4]=[CH:5][C:6]([C:8]([NH:9][CH:10]4[CH2:15][CH2:14][N:13]([CH3:16])[CH2:12][CH2:11]4)=[O:17])=[CH:7][C:2]=3[CH3:1])=[CH:19][CH:20]=2)=[O:50])[CH2:52][CH2:53]1, predict the reactants needed to synthesize it. The reactants are: [CH3:1][C:2]1[CH:7]=[C:6]([C:8](=[O:17])[NH:9][CH:10]2[CH2:15][CH2:14][N:13]([CH3:16])[CH2:12][CH2:11]2)[CH:5]=[CH:4][C:3]=1[C:18]1[CH:23]=[CH:22][C:21]([CH2:24][C@H:25]([NH:48][C:49]([C@H:51]2[CH2:56][CH2:55][C@H:54]([CH2:57][NH:58]C(=O)OC(C)(C)C)[CH2:53][CH2:52]2)=[O:50])[C:26](=[O:47])[NH:27][C:28]2[CH:33]=[CH:32][C:31]([C:34]3[NH:38][N:37]=[C:36]([C:39]([F:46])([F:45])[C:40]([F:44])([F:43])[CH2:41][OH:42])[N:35]=3)=[CH:30][CH:29]=2)=[CH:20][CH:19]=1.[ClH:66].C(#N)C. (5) The reactants are: Cl[CH2:2][C:3]1[N:8]=[C:7]([C:9]([NH:11][C:12]2[CH:17]=[CH:16][C:15]([N:18]3[CH2:23][CH2:22][CH2:21][CH2:20][CH2:19]3)=[CH:14][C:13]=2[C:24]2[CH:29]=[C:28]([C:30](=[O:43])[NH:31][CH2:32][C:33]3[CH:38]=[CH:37][CH:36]=[C:35]([C:39]([F:42])([F:41])[F:40])[CH:34]=3)[CH:27]=[CH:26][N:25]=2)=[O:10])[CH:6]=[CH:5][CH:4]=1.[NH:44]1[CH2:49][CH2:48][CH:47]([NH:50][C:51](=[O:53])[CH3:52])[CH2:46][CH2:45]1.C(=O)([O-])[O-].[K+].[K+].[I-].[K+]. Given the product [C:51]([NH:50][CH:47]1[CH2:48][CH2:49][N:44]([CH2:2][C:3]2[N:8]=[C:7]([C:9]([NH:11][C:12]3[CH:17]=[CH:16][C:15]([N:18]4[CH2:23][CH2:22][CH2:21][CH2:20][CH2:19]4)=[CH:14][C:13]=3[C:24]3[CH:29]=[C:28]([C:30](=[O:43])[NH:31][CH2:32][C:33]4[CH:38]=[CH:37][CH:36]=[C:35]([C:39]([F:42])([F:41])[F:40])[CH:34]=4)[CH:27]=[CH:26][N:25]=3)=[O:10])[CH:6]=[CH:5][CH:4]=2)[CH2:45][CH2:46]1)(=[O:53])[CH3:52], predict the reactants needed to synthesize it. (6) Given the product [CH3:1][O:2][C:3]1[CH:12]=[C:11]2[C:6]([C:7]([NH:13][C:14]3[CH:15]=[CH:16][C:17]([O:20][C:21]4[CH:26]=[CH:25][CH:24]=[CH:23][CH:22]=4)=[CH:18][CH:19]=3)=[N:8][CH:9]=[N:10]2)=[CH:5][C:4]=1[NH:27][C:37](=[O:40])[CH:38]=[CH2:39], predict the reactants needed to synthesize it. The reactants are: [CH3:1][O:2][C:3]1[CH:12]=[C:11]2[C:6]([C:7]([NH:13][C:14]3[CH:19]=[CH:18][C:17]([O:20][C:21]4[CH:26]=[CH:25][CH:24]=[CH:23][CH:22]=4)=[CH:16][CH:15]=3)=[N:8][CH:9]=[N:10]2)=[CH:5][C:4]=1[NH2:27].O1CCOCC1.C(Cl)Cl.[C:37](Cl)(=[O:40])[CH:38]=[CH2:39].